This data is from Peptide-MHC class I binding affinity with 185,985 pairs from IEDB/IMGT. The task is: Regression. Given a peptide amino acid sequence and an MHC pseudo amino acid sequence, predict their binding affinity value. This is MHC class I binding data. (1) The peptide sequence is KTNDFAPAW. The MHC is HLA-A02:19 with pseudo-sequence HLA-A02:19. The binding affinity (normalized) is 0.0847. (2) The peptide sequence is ITKEKKEEL. The MHC is HLA-A30:01 with pseudo-sequence HLA-A30:01. The binding affinity (normalized) is 0.0847. (3) The peptide sequence is VTGFMEEEIK. The MHC is HLA-A68:01 with pseudo-sequence HLA-A68:01. The binding affinity (normalized) is 0.343. (4) The MHC is HLA-A33:01 with pseudo-sequence HLA-A33:01. The binding affinity (normalized) is 0.668. The peptide sequence is TTILTPMLR. (5) The peptide sequence is QRNGRIDRY. The MHC is HLA-A11:01 with pseudo-sequence HLA-A11:01. The binding affinity (normalized) is 0.0847. (6) The peptide sequence is HQFTSNPEV. The MHC is HLA-B08:01 with pseudo-sequence HLA-B08:01. The binding affinity (normalized) is 0.213.